Dataset: Forward reaction prediction with 1.9M reactions from USPTO patents (1976-2016). Task: Predict the product of the given reaction. (1) Given the reactants [N+:1]([C:4]1[CH:9]=[CH:8][CH:7]=[CH:6][C:5]=1[CH2:10][CH2:11][CH2:12][N:13]1[CH2:18][CH2:17][N:16]([C:19]2[C:23]3[CH:24]=[CH:25][CH:26]=[CH:27][C:22]=3[S:21][N:20]=2)[CH2:15][CH2:14]1)([O-])=O.C(N(CC)CC)C, predict the reaction product. The product is: [S:21]1[C:22]2[CH:27]=[CH:26][CH:25]=[CH:24][C:23]=2[C:19]([N:16]2[CH2:17][CH2:18][N:13]([CH2:12][CH2:11][CH2:10][C:5]3[CH:6]=[CH:7][CH:8]=[CH:9][C:4]=3[NH2:1])[CH2:14][CH2:15]2)=[N:20]1. (2) Given the reactants [N:1]1[S:5][N:4]=[C:3]2[C:6]([C:10]([OH:12])=O)=[CH:7][CH:8]=[CH:9][C:2]=12.C(Cl)(=O)C(Cl)=O.Cl.[CH3:20][NH:21][O:22][CH3:23].C(N(CC)CC)C, predict the reaction product. The product is: [CH3:23][O:22][N:21]([CH3:20])[C:10]([C:6]1[C:3]2=[N:4][S:5][N:1]=[C:2]2[CH:9]=[CH:8][CH:7]=1)=[O:12]. (3) Given the reactants [F:1][C:2]1[CH:23]=[C:22]([N+:24]([O-:26])=[O:25])[CH:21]=[CH:20][C:3]=1[O:4][C:5]1[CH:6]=[C:7]2[C:11](=[CH:12][C:13]=1[C:14]1[CH:15]=[N:16][NH:17][CH:18]=1)[N:10]([CH3:19])[N:9]=[CH:8]2.[C:27]([O:31][C:32](O[C:32]([O:31][C:27]([CH3:30])([CH3:29])[CH3:28])=[O:33])=[O:33])([CH3:30])([CH3:29])[CH3:28], predict the reaction product. The product is: [F:1][C:2]1[CH:23]=[C:22]([N+:24]([O-:26])=[O:25])[CH:21]=[CH:20][C:3]=1[O:4][C:5]1[CH:6]=[C:7]2[C:11](=[CH:12][C:13]=1[C:14]1[CH:18]=[N:17][N:16]([C:32]([O:31][C:27]([CH3:30])([CH3:29])[CH3:28])=[O:33])[CH:15]=1)[N:10]([CH3:19])[N:9]=[CH:8]2. (4) Given the reactants [Cl:1][C:2]1[C:7]([C:8](O)=O)=[C:6]([F:11])[CH:5]=[CH:4][N:3]=1.C(Cl)(=O)C(Cl)=O.[Si](C=[N+]=[N-])(C)(C)C.CCN(CC)CC.[CH3:32][CH2:33][O:34][C:35](C)=[O:36], predict the reaction product. The product is: [Cl:1][C:2]1[C:7]([CH2:8][C:35]([O:34][CH2:33][CH3:32])=[O:36])=[C:6]([F:11])[CH:5]=[CH:4][N:3]=1. (5) The product is: [N:27]([C:26]1[CH:28]=[CH:29][C:23]([O:22][CH2:21][CH2:20][O:19][CH2:18][CH2:17][O:16][CH2:15][CH2:14][O:13][CH2:12][CH2:11][O:10][CH2:9][CH2:8][O:7][CH:2]2[CH2:3][CH2:4][CH2:5][CH2:6][O:1]2)=[CH:24][CH:25]=1)=[C:30]=[O:31]. Given the reactants [O:1]1[CH2:6][CH2:5][CH2:4][CH2:3][CH:2]1[O:7][CH2:8][CH2:9][O:10][CH2:11][CH2:12][O:13][CH2:14][CH2:15][O:16][CH2:17][CH2:18][O:19][CH2:20][CH2:21][O:22][C:23]1[CH:29]=[CH:28][C:26]([NH2:27])=[CH:25][CH:24]=1.[C:30](Cl)(Cl)=[O:31].C1(C)C=CC=CC=1, predict the reaction product. (6) Given the reactants [CH3:1][C:2]1[CH:7]=[CH:6][C:5]([C:8](=[O:20])[NH:9][C:10]2[CH:15]=[CH:14][CH:13]=[C:12]([C:16]([F:19])([F:18])[F:17])[CH:11]=2)=[CH:4][C:3]=1[NH:21][C:22]([C:24]1[C:28]2[N:29]=[CH:30][N:31]=[C:32](S(C)=O)[C:27]=2[S:26][CH:25]=1)=[O:23].[CH3:36][O:37][C:38]1[CH:39]=[C:40]([CH:42]=[C:43]([O:47][CH3:48])[C:44]=1[O:45][CH3:46])[NH2:41], predict the reaction product. The product is: [CH3:1][C:2]1[CH:7]=[CH:6][C:5]([C:8](=[O:20])[NH:9][C:10]2[CH:15]=[CH:14][CH:13]=[C:12]([C:16]([F:19])([F:17])[F:18])[CH:11]=2)=[CH:4][C:3]=1[NH:21][C:22]([C:24]1[C:28]2[N:29]=[CH:30][N:31]=[C:32]([NH:41][C:40]3[CH:42]=[C:43]([O:47][CH3:48])[C:44]([O:45][CH3:46])=[C:38]([O:37][CH3:36])[CH:39]=3)[C:27]=2[S:26][CH:25]=1)=[O:23]. (7) Given the reactants CC(C)([O-])C.[K+].[CH3:7][O:8][C:9]1[CH:36]=[CH:35][C:12]([CH2:13][O:14][C:15]2[C:16]([C:21]([O:23]C3C(F)=C(F)C(F)=C(F)C=3F)=O)=[N:17][CH:18]=[CH:19][CH:20]=2)=[CH:11][CH:10]=1.[F:37][C:38]([F:51])([F:50])[C:39]1[CH:44]=[CH:43][CH:42]=[CH:41][C:40]=1[CH2:45][C:46]([O:48][CH3:49])=[O:47], predict the reaction product. The product is: [CH3:7][O:8][C:9]1[CH:10]=[CH:11][C:12]([CH2:13][O:14][C:15]2[C:16]([C:21](=[O:23])[CH:45]([C:40]3[CH:41]=[CH:42][CH:43]=[CH:44][C:39]=3[C:38]([F:37])([F:50])[F:51])[C:46]([O:48][CH3:49])=[O:47])=[N:17][CH:18]=[CH:19][CH:20]=2)=[CH:35][CH:36]=1. (8) Given the reactants [F:1][C:2]1[CH:7]=[CH:6][C:5]([CH:8]([C:13]2[CH:18]=[CH:17][C:16]([Br:19])=[CH:15][CH:14]=2)[CH2:9]C(O)=O)=[CH:4][CH:3]=1.C([N:22](CC)CC)C.Cl[C:28]([O:30][CH2:31][CH3:32])=[O:29].[N-]=[N+]=[N-].[Na+].[CH2:37](O)[C:38]1C=C[CH:41]=[CH:40][CH:39]=1.C(=O)(O)[O-].[Na+], predict the reaction product. The product is: [CH2:31]([O:30][C:28](=[O:29])[NH:22][CH2:9][CH:8]([C:13]1[CH:14]=[CH:15][C:16]([Br:19])=[CH:17][CH:18]=1)[C:5]1[CH:4]=[CH:3][C:2]([F:1])=[CH:7][CH:6]=1)[C:32]1[CH:41]=[CH:40][CH:39]=[CH:38][CH:37]=1.